Task: Regression. Given two drug SMILES strings and cell line genomic features, predict the synergy score measuring deviation from expected non-interaction effect.. Dataset: NCI-60 drug combinations with 297,098 pairs across 59 cell lines (1) Drug 1: CC1C(C(CC(O1)OC2CC(OC(C2O)C)OC3=CC4=CC5=C(C(=O)C(C(C5)C(C(=O)C(C(C)O)O)OC)OC6CC(C(C(O6)C)O)OC7CC(C(C(O7)C)O)OC8CC(C(C(O8)C)O)(C)O)C(=C4C(=C3C)O)O)O)O. Drug 2: COC1=NC(=NC2=C1N=CN2C3C(C(C(O3)CO)O)O)N. Cell line: MCF7. Synergy scores: CSS=42.2, Synergy_ZIP=0.829, Synergy_Bliss=-0.980, Synergy_Loewe=-35.4, Synergy_HSA=-1.95. (2) Drug 1: CS(=O)(=O)CCNCC1=CC=C(O1)C2=CC3=C(C=C2)N=CN=C3NC4=CC(=C(C=C4)OCC5=CC(=CC=C5)F)Cl. Drug 2: COCCOC1=C(C=C2C(=C1)C(=NC=N2)NC3=CC=CC(=C3)C#C)OCCOC.Cl. Cell line: HOP-92. Synergy scores: CSS=15.9, Synergy_ZIP=-2.52, Synergy_Bliss=0.417, Synergy_Loewe=2.43, Synergy_HSA=2.88. (3) Drug 1: CC(CN1CC(=O)NC(=O)C1)N2CC(=O)NC(=O)C2. Drug 2: C(CCl)NC(=O)N(CCCl)N=O. Cell line: M14. Synergy scores: CSS=15.8, Synergy_ZIP=-2.58, Synergy_Bliss=3.98, Synergy_Loewe=2.61, Synergy_HSA=2.79. (4) Drug 1: CCC1=C2CN3C(=CC4=C(C3=O)COC(=O)C4(CC)O)C2=NC5=C1C=C(C=C5)O. Drug 2: C(CCl)NC(=O)N(CCCl)N=O. Cell line: COLO 205. Synergy scores: CSS=64.9, Synergy_ZIP=7.06, Synergy_Bliss=6.90, Synergy_Loewe=-47.9, Synergy_HSA=7.44. (5) Cell line: BT-549. Drug 2: C1CCC(C(C1)N)N.C(=O)(C(=O)[O-])[O-].[Pt+4]. Drug 1: CN1C2=C(C=C(C=C2)N(CCCl)CCCl)N=C1CCCC(=O)O.Cl. Synergy scores: CSS=17.6, Synergy_ZIP=2.72, Synergy_Bliss=0.194, Synergy_Loewe=-9.17, Synergy_HSA=1.67. (6) Drug 1: CN1C(=O)N2C=NC(=C2N=N1)C(=O)N. Synergy scores: CSS=-5.24, Synergy_ZIP=1.81, Synergy_Bliss=-3.88, Synergy_Loewe=-43.0, Synergy_HSA=-8.33. Drug 2: CC1=C(C=C(C=C1)C(=O)NC2=CC(=CC(=C2)C(F)(F)F)N3C=C(N=C3)C)NC4=NC=CC(=N4)C5=CN=CC=C5. Cell line: HS 578T. (7) Drug 1: CC1=CC2C(CCC3(C2CCC3(C(=O)C)OC(=O)C)C)C4(C1=CC(=O)CC4)C. Drug 2: C1C(C(OC1N2C=NC3=C2NC=NCC3O)CO)O. Cell line: NCIH23. Synergy scores: CSS=-1.78, Synergy_ZIP=0.911, Synergy_Bliss=-2.89, Synergy_Loewe=-6.75, Synergy_HSA=-5.48. (8) Drug 2: C1CN(P(=O)(OC1)NCCCl)CCCl. Cell line: NCI-H322M. Drug 1: CN(CCCl)CCCl.Cl. Synergy scores: CSS=-6.46, Synergy_ZIP=4.07, Synergy_Bliss=2.13, Synergy_Loewe=-4.89, Synergy_HSA=-4.95. (9) Drug 1: CN1C(=O)N2C=NC(=C2N=N1)C(=O)N. Drug 2: C#CCC(CC1=CN=C2C(=N1)C(=NC(=N2)N)N)C3=CC=C(C=C3)C(=O)NC(CCC(=O)O)C(=O)O. Cell line: MDA-MB-435. Synergy scores: CSS=41.2, Synergy_ZIP=3.58, Synergy_Bliss=-1.17, Synergy_Loewe=-22.1, Synergy_HSA=-1.93.